Dataset: Full USPTO retrosynthesis dataset with 1.9M reactions from patents (1976-2016). Task: Predict the reactants needed to synthesize the given product. (1) Given the product [ClH:26].[CH3:22][CH:10]1[CH2:11][NH:12][CH2:13][CH2:14][N:9]1[CH:7]1[CH2:8][N:5]([C:1](=[O:4])[CH:2]=[CH2:3])[CH2:6]1, predict the reactants needed to synthesize it. The reactants are: [C:1]([N:5]1[CH2:8][CH:7]([N:9]2[CH2:14][CH2:13][N:12](C(OC(C)(C)C)=O)[CH2:11][CH:10]2[CH2:22]C)[CH2:6]1)(=[O:4])[CH:2]=[CH2:3].CO.[ClH:26]. (2) Given the product [Cl:34][C:14]1[C:13]2[CH:12]=[CH:11][N:10]([CH2:9][C:6]3[CH:7]=[CH:8][C:3]([O:2][CH3:1])=[CH:4][CH:5]=3)[C:18]=2[C:17]([C:19]([O:21][CH2:22][CH3:23])=[O:20])=[CH:16][N:15]=1, predict the reactants needed to synthesize it. The reactants are: [CH3:1][O:2][C:3]1[CH:8]=[CH:7][C:6]([CH2:9][N:10]2[C:18]3[C:17]([C:19]([O:21][CH2:22][CH3:23])=[O:20])=[CH:16][NH:15][C:14](=O)[C:13]=3[CH:12]=[CH:11]2)=[CH:5][CH:4]=1.P(Cl)([Cl:34])(OC1C=CC=CC=1)=O.O.C(=O)(O)[O-].[Na+].